From a dataset of Forward reaction prediction with 1.9M reactions from USPTO patents (1976-2016). Predict the product of the given reaction. (1) Given the reactants C([O:3][C:4](=[O:35])[CH:5]([O:32][CH2:33][CH3:34])[CH2:6][C:7]1[CH:12]=[CH:11][C:10]([O:13][CH2:14][C:15]2[N:16]=[C:17]([C:21]3[CH:26]=[CH:25][CH:24]=[C:23]([C:27]([F:30])([F:29])[F:28])[CH:22]=3)[O:18][C:19]=2[CH3:20])=[CH:9][C:8]=1[CH3:31])C.[Li+].[OH-], predict the reaction product. The product is: [CH2:33]([O:32][CH:5]([CH2:6][C:7]1[CH:12]=[CH:11][C:10]([O:13][CH2:14][C:15]2[N:16]=[C:17]([C:21]3[CH:26]=[CH:25][CH:24]=[C:23]([C:27]([F:28])([F:29])[F:30])[CH:22]=3)[O:18][C:19]=2[CH3:20])=[CH:9][C:8]=1[CH3:31])[C:4]([OH:35])=[O:3])[CH3:34]. (2) The product is: [NH2:20][C:19]1[C:14]([NH:13][C@@H:10]2[CH2:9][CH2:8][C@H:7]([C:5]([NH:4][CH:1]([CH3:3])[CH3:2])=[O:6])[CH2:12][CH2:11]2)=[CH:15][C:16]([O:23][CH3:24])=[N:17][CH:18]=1. Given the reactants [CH:1]([NH:4][C:5]([C@H:7]1[CH2:12][CH2:11][C@@H:10]([NH:13][C:14]2[C:19]([N+:20]([O-])=O)=[CH:18][N:17]=[C:16]([O:23][CH3:24])[CH:15]=2)[CH2:9][CH2:8]1)=[O:6])([CH3:3])[CH3:2], predict the reaction product. (3) Given the reactants [Cl:1][C:2]1[C:17]([O:18][CH2:19][C:20]2[CH:25]=[CH:24][CH:23]=[C:22]([C:26]3[CH:35]=[CH:34][C:29]4[O:30][CH2:31][CH2:32][O:33][C:28]=4[CH:27]=3)[C:21]=2[CH3:36])=[CH:16][C:5]([O:6][CH2:7][C:8]2[CH:9]=[N:10][CH:11]=[C:12]([CH:15]=2)[C:13]#[N:14])=[C:4]([CH:37]=O)[CH:3]=1.[CH3:39][C:40]([O:43][C:44]([C@@H:46]([NH2:59])[CH2:47][CH2:48][CH2:49][CH2:50][NH:51][C:52]([O:54][C:55]([CH3:58])([CH3:57])[CH3:56])=[O:53])=[O:45])([CH3:42])[CH3:41].Cl, predict the reaction product. The product is: [C:55]([O:54][C:52]([NH:51][CH2:50][CH2:49][CH2:48][CH2:47][C@H:46]([NH:59][CH2:37][C:4]1[CH:3]=[C:2]([Cl:1])[C:17]([O:18][CH2:19][C:20]2[CH:25]=[CH:24][CH:23]=[C:22]([C:26]3[CH:35]=[CH:34][C:29]4[O:30][CH2:31][CH2:32][O:33][C:28]=4[CH:27]=3)[C:21]=2[CH3:36])=[CH:16][C:5]=1[O:6][CH2:7][C:8]1[CH:9]=[N:10][CH:11]=[C:12]([C:13]#[N:14])[CH:15]=1)[C:44]([O:43][C:40]([CH3:39])([CH3:41])[CH3:42])=[O:45])=[O:53])([CH3:58])([CH3:57])[CH3:56]. (4) Given the reactants [F:1][C:2]1[CH:7]=[CH:6][C:5]([O:8][CH3:9])=[CH:4][C:3]=1[C:10]1[N:15]=[CH:14][C:13]([CH2:16][OH:17])=[CH:12][C:11]=1[CH2:18][C:19]([CH3:22])([CH3:21])[CH3:20].[CH:23]1([CH:26]([C:32]2[CH:37]=[CH:36][CH:35]=[C:34](O)[CH:33]=2)[CH2:27][C:28]([O:30][CH3:31])=[O:29])[CH2:25][CH2:24]1.N(C(N1CCCCC1)=O)=NC(N1CCCCC1)=O.C(P(CCCC)CCCC)CCC, predict the reaction product. The product is: [CH:23]1([CH:26]([C:32]2[CH:33]=[CH:34][CH:35]=[C:36]([O:17][CH2:16][C:13]3[CH:14]=[N:15][C:10]([C:3]4[CH:4]=[C:5]([O:8][CH3:9])[CH:6]=[CH:7][C:2]=4[F:1])=[C:11]([CH2:18][C:19]([CH3:22])([CH3:21])[CH3:20])[CH:12]=3)[CH:37]=2)[CH2:27][C:28]([O:30][CH3:31])=[O:29])[CH2:24][CH2:25]1. (5) Given the reactants [OH:1][C:2]1[C:11]2[C:6](=[CH:7][CH:8]=[CH:9][CH:10]=2)[N:5]([NH:12][CH2:13][CH:14]([CH3:16])[CH3:15])[C:4](=[O:17])[C:3]=1[C:18]1[NH:23][C:22]2[CH:24]=[CH:25][C:26]([OH:28])=[CH:27][C:21]=2[S:20](=[O:30])(=[O:29])[N:19]=1.C(=O)([O-])[O-].[Cs+].[Cs+].Br[CH2:38][C:39]([NH2:41])=[O:40], predict the reaction product. The product is: [OH:1][C:2]1[C:11]2[C:6](=[CH:7][CH:8]=[CH:9][CH:10]=2)[N:5]([NH:12][CH2:13][CH:14]([CH3:15])[CH3:16])[C:4](=[O:17])[C:3]=1[C:18]1[NH:23][C:22]2[CH:24]=[CH:25][C:26]([O:28][CH2:38][C:39]([NH2:41])=[O:40])=[CH:27][C:21]=2[S:20](=[O:29])(=[O:30])[N:19]=1. (6) Given the reactants [Cl:1][C:2]1[CH:3]=[C:4]2[CH:10]=[C:9]([C:11]([OH:13])=O)[NH:8][C:5]2=[CH:6][N:7]=1.[CH3:14][O:15][C:16]1[CH:25]=[CH:24][C:19]([O:20][CH2:21][CH2:22][NH2:23])=[CH:18][CH:17]=1, predict the reaction product. The product is: [CH3:14][O:15][C:16]1[CH:25]=[CH:24][C:19]([O:20][CH2:21][CH2:22][NH:23][C:11]([C:9]2[NH:8][C:5]3=[CH:6][N:7]=[C:2]([Cl:1])[CH:3]=[C:4]3[CH:10]=2)=[O:13])=[CH:18][CH:17]=1.